This data is from Forward reaction prediction with 1.9M reactions from USPTO patents (1976-2016). The task is: Predict the product of the given reaction. (1) Given the reactants [C:1]([O:5][C:6]([N:8]1[CH2:12][CH2:11][CH2:10][CH:9]1C(=O)NCC1C=CC(Br)=CC=1)=[O:7])([CH3:4])([CH3:3])[CH3:2].C(OC(N1CCCC1C1NC(C2C=CC(B3OC(C)(C)C(C)(C)O3)=CC=2)=CN=1)=O)(C)(C)C.C([O-])(O)=O.[Na+].C(COC)OC, predict the reaction product. The product is: [C:1]([O:5][C:6]([N:8]1[CH2:12][CH2:11][CH2:10][CH2:9]1)=[O:7])([CH3:4])([CH3:2])[CH3:3]. (2) Given the reactants [F:1][C:2]1([F:15])[O:7][C:6]2[CH:8]=[CH:9][C:10]([NH2:12])=[CH:11][C:5]=2[O:4][C:3]1([F:14])[F:13].C(=O)([O-])[O-].[K+].[K+].[CH2:22](Br)[C:23]#[CH:24].C1(C)C=CC=CC=1, predict the reaction product. The product is: [CH2:24]([NH:12][C:10]1[CH:9]=[CH:8][C:6]2[O:7][C:2]([F:1])([F:15])[C:3]([F:13])([F:14])[O:4][C:5]=2[CH:11]=1)[C:23]#[CH:22]. (3) Given the reactants [NH2:1][OH:2].Cl.C([O-])([O-])=O.[K+].[K+].[C:10](O[C:10]([O:12][C:13]([CH3:16])([CH3:15])[CH3:14])=[O:11])([O:12][C:13]([CH3:16])([CH3:15])[CH3:14])=[O:11], predict the reaction product. The product is: [OH:2][NH:1][C:10](=[O:11])[O:12][C:13]([CH3:16])([CH3:15])[CH3:14]. (4) Given the reactants [Cl:1][C:2]1[CH:7]=[CH:6][CH:5]=[C:4]([Cl:8])[C:3]=1[C:9]1[NH:13][C:12](=[O:14])[N:11]([C:15]2[CH:24]=[CH:23][C:18]([C:19](OC)=[O:20])=[C:17]([O:25][CH3:26])[CH:16]=2)[N:10]=1.[F:27][C:28]([F:37])([F:36])[C:29]1[CH:30]=[C:31]([CH:33]=[CH:34][CH:35]=1)[NH2:32].C[Al](C)C, predict the reaction product. The product is: [Cl:1][C:2]1[CH:7]=[CH:6][CH:5]=[C:4]([Cl:8])[C:3]=1[C:9]1[NH:13][C:12](=[O:14])[N:11]([C:15]2[CH:24]=[CH:23][C:18]([C:19]([NH:32][C:31]3[CH:33]=[CH:34][CH:35]=[C:29]([C:28]([F:27])([F:36])[F:37])[CH:30]=3)=[O:20])=[C:17]([O:25][CH3:26])[CH:16]=2)[N:10]=1.